Dataset: Full USPTO retrosynthesis dataset with 1.9M reactions from patents (1976-2016). Task: Predict the reactants needed to synthesize the given product. Given the product [Br:1][C:2]1[CH:7]=[CH:6][C:5]([CH:8]([NH2:13])[CH:9]([CH3:11])[CH3:10])=[CH:4][CH:3]=1, predict the reactants needed to synthesize it. The reactants are: [Br:1][C:2]1[CH:7]=[CH:6][C:5]([C:8](=O)[CH:9]([CH3:11])[CH3:10])=[CH:4][CH:3]=1.[NH3:13].CO.[BH4-].[Na+].N.